This data is from CYP2D6 inhibition data for predicting drug metabolism from PubChem BioAssay. The task is: Regression/Classification. Given a drug SMILES string, predict its absorption, distribution, metabolism, or excretion properties. Task type varies by dataset: regression for continuous measurements (e.g., permeability, clearance, half-life) or binary classification for categorical outcomes (e.g., BBB penetration, CYP inhibition). Dataset: cyp2d6_veith. (1) The molecule is CCOc1cc(/C=N/n2cnnc2)c(Br)cc1O. The result is 0 (non-inhibitor). (2) The compound is N#CC(c1ccc(Cl)cc1)(c1ncc(C(F)(F)F)cc1Cl)N1CCOCC1. The result is 0 (non-inhibitor). (3) The drug is Cc1cnc(C(=O)NCCc2ccc(S(=O)(=O)NC(=O)NC3CCCCC3)cc2)cn1. The result is 0 (non-inhibitor). (4) The compound is Cc1ccc(-n2nnnc2-c2cnc3ccc(Cl)cc3c2-c2ccccc2)cc1. The result is 0 (non-inhibitor). (5) The result is 0 (non-inhibitor). The molecule is C[N+](C)(C)c1ncnc2c1ncn2[C@@H]1CCCCO1.